Dataset: NCI-60 drug combinations with 297,098 pairs across 59 cell lines. Task: Regression. Given two drug SMILES strings and cell line genomic features, predict the synergy score measuring deviation from expected non-interaction effect. (1) Cell line: MALME-3M. Drug 1: CNC(=O)C1=CC=CC=C1SC2=CC3=C(C=C2)C(=NN3)C=CC4=CC=CC=N4. Drug 2: C1=NC2=C(N=C(N=C2N1C3C(C(C(O3)CO)O)F)Cl)N. Synergy scores: CSS=5.58, Synergy_ZIP=0.273, Synergy_Bliss=-0.00145, Synergy_Loewe=-11.2, Synergy_HSA=-0.698. (2) Drug 1: CC12CCC3C(C1CCC2O)C(CC4=C3C=CC(=C4)O)CCCCCCCCCS(=O)CCCC(C(F)(F)F)(F)F. Drug 2: CC12CCC3C(C1CCC2OP(=O)(O)O)CCC4=C3C=CC(=C4)OC(=O)N(CCCl)CCCl.[Na+]. Cell line: HOP-62. Synergy scores: CSS=4.04, Synergy_ZIP=4.11, Synergy_Bliss=11.6, Synergy_Loewe=10.1, Synergy_HSA=5.17.